Task: Predict the reaction yield, written as a fraction of the theoretical maximum amount of product (1.0 means a 100% yield; for example, 0.34 means a 34% yield).. Dataset: Reaction yield outcomes from USPTO patents with 853,638 reactions (1) The reactants are [NH3:1].F[C:3]1[C:12]([N+:13]([O-:15])=[O:14])=[CH:11][C:6]([C:7]([O:9][CH3:10])=[O:8])=[C:5]([CH3:16])[CH:4]=1.O. The catalyst is C1COCC1. The product is [NH2:1][C:3]1[C:12]([N+:13]([O-:15])=[O:14])=[CH:11][C:6]([C:7]([O:9][CH3:10])=[O:8])=[C:5]([CH3:16])[CH:4]=1. The yield is 0.830. (2) The reactants are Cl[C:2]1[N:7]2[N:8]=[CH:9][CH:10]=[C:6]2[N:5]=[C:4]([NH:11][C:12](=[O:23])[C:13]2[CH:18]=[CH:17][C:16]([C:19]([OH:22])([CH3:21])[CH3:20])=[CH:15][CH:14]=2)[CH:3]=1.[NH:24]1[CH2:29][CH2:28][O:27][CH2:26][CH2:25]1. The catalyst is C(O)CCC. The product is [OH:22][C:19]([C:16]1[CH:17]=[CH:18][C:13]([C:12]([NH:11][C:4]2[CH:3]=[C:2]([N:24]3[CH2:29][CH2:28][O:27][CH2:26][CH2:25]3)[N:7]3[N:8]=[CH:9][CH:10]=[C:6]3[N:5]=2)=[O:23])=[CH:14][CH:15]=1)([CH3:21])[CH3:20]. The yield is 0.540. (3) The reactants are [OH:1][CH2:2][C@H:3]1[CH2:7][CH2:6][C@@H:5]([NH:8][C:9](=[O:15])[O:10][C:11]([CH3:14])([CH3:13])[CH3:12])[CH2:4]1.[H-].[Na+].[CH2:18](Br)[C:19]1[CH:24]=[CH:23][CH:22]=[CH:21][CH:20]=1.O. The catalyst is C1COCC1. The product is [CH2:18]([O:1][CH2:2][C@H:3]1[CH2:7][CH2:6][C@@H:5]([NH:8][C:9](=[O:15])[O:10][C:11]([CH3:12])([CH3:14])[CH3:13])[CH2:4]1)[C:19]1[CH:24]=[CH:23][CH:22]=[CH:21][CH:20]=1. The yield is 0.750. (4) The catalyst is C(O)C.[Pd]. The product is [NH2:10][CH2:11][CH2:12][CH2:13][CH2:14][C:15]1[CH:20]=[CH:19][C:18]([O:21][CH2:22][C:23]([N:24]([CH2:28][CH2:29][OH:30])[CH2:25][CH2:26][OH:27])=[O:31])=[CH:17][CH:16]=1. The reactants are C(OC(=O)[NH:10][CH2:11][CH2:12][CH2:13][CH2:14][C:15]1[CH:20]=[CH:19][C:18]([O:21][CH2:22][C:23](=[O:31])[N:24]([CH2:28][CH2:29][OH:30])[CH2:25][CH2:26][OH:27])=[CH:17][CH:16]=1)C1C=CC=CC=1.[H][H]. The yield is 0.720. (5) The catalyst is C(Cl)Cl.CO. The product is [Br:15][C:7]1[C:6]([CH3:9])=[CH:5][C:3]([NH2:4])=[C:2]([F:1])[CH:8]=1. The yield is 0.695. The reactants are [F:1][C:2]1[CH:8]=[CH:7][C:6]([CH3:9])=[CH:5][C:3]=1[NH2:4].C([O-])([O-])=O.[Ca+2].[Br-:15].[Br-].[Br-].C([N+](C)(C)C)C1C=CC=CC=1.C([N+](C)(C)C)C1C=CC=CC=1.C([N+](C)(C)C)C1C=CC=CC=1. (6) The reactants are [CH3:1][C:2]1([CH3:32])[CH2:7][CH2:6][C:5]([C:8]2[C:13]([NH:14][C:15]([C:17]3[N:18](COCC[Si](C)(C)C)[CH:19]=[C:20]([C:22]#[N:23])[N:21]=3)=[O:16])=[CH:12][CH:11]=[CH:10][N:9]=2)=[CH:4][CH2:3]1.[C:33]([OH:39])([C:35]([F:38])([F:37])[F:36])=[O:34]. The catalyst is C(Cl)Cl.CO. The product is [F:36][C:35]([F:38])([F:37])[C:33]([OH:39])=[O:34].[CH3:1][C:2]1([CH3:32])[CH2:7][CH2:6][C:5]([C:8]2[C:13]([NH:14][C:15]([C:17]3[NH:18][CH:19]=[C:20]([C:22]#[N:23])[N:21]=3)=[O:16])=[CH:12][CH:11]=[CH:10][N:9]=2)=[CH:4][CH2:3]1. The yield is 0.390. (7) The reactants are [Cl:1][C:2]1[CH:7]=[CH:6][C:5]([OH:8])=[C:4]([N+:9]([O-:11])=[O:10])[CH:3]=1.[Br:12]Br. The catalyst is C(O)(=O)C. The product is [Br:12][C:6]1[CH:7]=[C:2]([Cl:1])[CH:3]=[C:4]([N+:9]([O-:11])=[O:10])[C:5]=1[OH:8]. The yield is 0.909.